Dataset: Reaction yield outcomes from USPTO patents with 853,638 reactions. Task: Predict the reaction yield, written as a fraction of the theoretical maximum amount of product (1.0 means a 100% yield; for example, 0.34 means a 34% yield). (1) The reactants are [CH2:1]([O:8][C:9]1[C:10]([C:30]([O:32][C:33]([CH3:36])([CH3:35])[CH3:34])=[O:31])=[N:11][C:12]([CH2:16][CH:17]2[CH2:22][CH2:21][N:20](C(OC(C)(C)C)=O)[CH2:19][CH2:18]2)=[N:13][C:14]=1[CH3:15])[C:2]1[CH:7]=[CH:6][CH:5]=[CH:4][CH:3]=1.[ClH:37].CCCCCC. The catalyst is C(OCC)(=O)C. The product is [ClH:37].[CH2:1]([O:8][C:9]1[C:10]([C:30]([O:32][C:33]([CH3:36])([CH3:35])[CH3:34])=[O:31])=[N:11][C:12]([CH2:16][CH:17]2[CH2:22][CH2:21][NH:20][CH2:19][CH2:18]2)=[N:13][C:14]=1[CH3:15])[C:2]1[CH:3]=[CH:4][CH:5]=[CH:6][CH:7]=1. The yield is 0.950. (2) The product is [I:11][C:12]1[C:16]([CH:17]=[O:18])=[CH:15][N:14]([CH:19]2[CH2:24][CH2:23][CH2:22][CH2:21][O:20]2)[N:13]=1. The reactants are C(Cl)(=O)C(Cl)=O.CS(C)=O.[I:11][C:12]1[C:16]([CH2:17][OH:18])=[CH:15][N:14]([CH:19]2[CH2:24][CH2:23][CH2:22][CH2:21][O:20]2)[N:13]=1. The yield is 0.820. The catalyst is C(Cl)Cl.CC(=O)OCC. (3) The reactants are [N+:1]([C:4]1[CH:9]=[CH:8][C:7]([N:10]2[CH:14]3[CH2:15][CH2:16][CH:11]2[CH2:12][CH2:13]3)=[CH:6][C:5]=1[C:17]([F:20])([F:19])[F:18])([O-])=O. The catalyst is [Pd]. The product is [CH:11]12[N:10]([C:7]3[CH:8]=[CH:9][C:4]([NH2:1])=[C:5]([C:17]([F:20])([F:18])[F:19])[CH:6]=3)[CH:14]([CH2:13][CH2:12]1)[CH2:15][CH2:16]2. The yield is 0.910. (4) The reactants are [C:1]([C:3]1[CH:8]=[CH:7][C:6]([CH2:9][OH:10])=[C:5]([CH3:11])[CH:4]=1)#[CH:2].[CH2:12]([O:14][C:15](=[O:23])[C:16]1[CH:21]=[CH:20][C:19](I)=[CH:18][CH:17]=1)[CH3:13]. The catalyst is C(N(CC)CC)C.[Cu]I.Cl[Pd](Cl)([P](C1C=CC=CC=1)(C1C=CC=CC=1)C1C=CC=CC=1)[P](C1C=CC=CC=1)(C1C=CC=CC=1)C1C=CC=CC=1. The product is [OH:10][CH2:9][C:6]1[CH:7]=[CH:8][C:3]([C:1]#[C:2][C:19]2[CH:20]=[CH:21][C:16]([C:15]([O:14][CH2:12][CH3:13])=[O:23])=[CH:17][CH:18]=2)=[CH:4][C:5]=1[CH3:11]. The yield is 0.990. (5) The reactants are [Mg].C1(S([N:11]2[C:26]([CH2:27][CH3:28])=[C:15]3[CH2:16][CH:17]([N:23]([CH3:25])[CH3:24])[C:18]4[CH2:19][O:20][CH:21]=[CH:22][C:13]([C:14]=43)=[CH:12]2)(=O)=O)C=CC=CC=1. The catalyst is CO.C(Cl)(Cl)Cl. The product is [CH2:27]([C:26]1[NH:11][CH:12]=[C:13]2[CH:22]=[CH:21][O:20][CH2:19][C:18]3[CH:17]([N:23]([CH3:25])[CH3:24])[CH2:16][C:15]=1[C:14]2=3)[CH3:28]. The yield is 0.790. (6) The reactants are [CH3:1][O:2][C:3]1[C:8]2[CH2:9][CH2:10][CH:11]([NH:14][CH2:15][CH2:16][O:17][CH3:18])[CH2:12][CH2:13][C:7]=2[CH:6]=[CH:5][C:4]=1[NH2:19].Cl[C:21]1[N:26]=[C:25]([NH:27][C:28]2[CH:33]=[CH:32][CH:31]=[CH:30][C:29]=2[S:34]([N:37]2[CH2:41][CH2:40][CH:39]([OH:42])[CH2:38]2)(=[O:36])=[O:35])[C:24]([Cl:43])=[CH:23][N:22]=1. No catalyst specified. The product is [Cl:43][C:24]1[C:25]([NH:27][C:28]2[CH:33]=[CH:32][CH:31]=[CH:30][C:29]=2[S:34]([N:37]2[CH2:41][CH2:40][CH:39]([OH:42])[CH2:38]2)(=[O:35])=[O:36])=[N:26][C:21]([NH:19][C:4]2[CH:5]=[CH:6][C:7]3[CH2:13][CH2:12][CH:11]([NH:14][CH2:15][CH2:16][O:17][CH3:18])[CH2:10][CH2:9][C:8]=3[C:3]=2[O:2][CH3:1])=[N:22][CH:23]=1. The yield is 0.0700. (7) The reactants are [Br:1][C:2]1[CH:3]=[C:4]2[C:11]3([C:15](=[O:16])[N:14]([CH3:17])[C:13](SC)=[N:12]3)[CH2:10][CH:9]([C:20]3[S:21][CH:22]=[CH:23][CH:24]=3)[O:8][C:5]2=[CH:6][CH:7]=1.[NH4+:25].[I-].N.CCO. No catalyst specified. The product is [NH2:25][C:13]1[N:14]([CH3:17])[C:15](=[O:16])[C:11]2([C:4]3[C:5](=[CH:6][CH:7]=[C:2]([Br:1])[CH:3]=3)[O:8][CH:9]([C:20]3[S:21][CH:22]=[CH:23][CH:24]=3)[CH2:10]2)[N:12]=1. The yield is 0.200. (8) The reactants are Br[C:2]1[C:10]([Cl:11])=[CH:9][C:5]2[N:6]=[CH:7][O:8][C:4]=2[CH:3]=1.[NH2:12][C:13]1[CH:18]=[CH:17][C:16](B2OC(C)(C)C(C)(C)O2)=[CH:15][N:14]=1.[O-]P([O-])([O-])=O.[K+].[K+].[K+].CC(=O)OCC. The catalyst is C(#N)C.O1CCOCC1.O. The product is [Cl:11][C:10]1[C:2]([C:16]2[CH:17]=[CH:18][C:13]([NH2:12])=[N:14][CH:15]=2)=[CH:3][C:4]2[O:8][CH:7]=[N:6][C:5]=2[CH:9]=1. The yield is 0.674. (9) The reactants are [F:1][C:2]1[CH:7]=[CH:6][C:5]([O:8][CH3:9])=[CH:4][C:3]=1[C:10]1[CH:15]=[CH:14][C:13]([C:16]([O:18][CH3:19])=[O:17])=[CH:12][C:11]=1[CH:20]([OH:26])[C:21]([CH3:25])([CH3:24])[CH2:22][CH3:23].[H-].[Na+].I[CH3:30]. The catalyst is CN(C=O)C.CCOC(C)=O. The product is [CH3:24][C:21]([CH3:25])([CH2:22][CH3:23])[CH:20]([C:11]1[CH:12]=[C:13]([C:16]([O:18][CH3:19])=[O:17])[CH:14]=[CH:15][C:10]=1[C:3]1[CH:4]=[C:5]([O:8][CH3:9])[CH:6]=[CH:7][C:2]=1[F:1])[O:26][CH3:30]. The yield is 0.640. (10) The reactants are [OH-].[K+].[CH:3]1([C:9]#[C:10][CH3:11])[CH2:8][CH2:7][CH2:6][CH2:5][CH2:4]1.[SiH2:12]([CH2:15][CH3:16])[CH2:13][CH3:14]. The catalyst is O1CCCC1. The product is [CH:3]1([CH2:9][C:10]#[C:11][Si:12]([C:11]#[C:10][CH2:9][CH:3]2[CH2:8][CH2:7][CH2:6][CH2:5][CH2:4]2)([CH2:15][CH3:16])[CH2:13][CH3:14])[CH2:8][CH2:7][CH2:6][CH2:5][CH2:4]1. The yield is 0.760.